The task is: Predict the product of the given reaction.. This data is from Forward reaction prediction with 1.9M reactions from USPTO patents (1976-2016). (1) Given the reactants [CH3:1][C:2]1[CH:7]=[CH:6][CH:5]=[C:4]([N+:8]([O-])=O)[C:3]=1[C:11]1[CH2:16][C:15]([CH3:18])([CH3:17])[CH2:14][C:13]([CH3:20])([CH3:19])[CH:12]=1.[Cl-].[NH4+].C(O)C, predict the reaction product. The product is: [CH3:1][C:2]1[C:3]([C:11]2[CH2:16][C:15]([CH3:18])([CH3:17])[CH2:14][C:13]([CH3:20])([CH3:19])[CH:12]=2)=[C:4]([NH2:8])[CH:5]=[CH:6][CH:7]=1. (2) Given the reactants [Cl:1][C:2]1[C:3]([C:17]2[CH:22]=[C:21]([Cl:23])[CH:20]=[CH:19][C:18]=2[C:24]#[N:25])=[CH:4][C:5](=[O:16])[N:6]([CH2:8][C:9]([O:11][C:12]([CH3:15])([CH3:14])[CH3:13])=[O:10])[CH:7]=1.FC(F)(F)S(O[CH2:32][CH:33]([CH3:35])[CH3:34])(=O)=O, predict the reaction product. The product is: [Cl:1][C:2]1[C:3]([C:17]2[CH:22]=[C:21]([Cl:23])[CH:20]=[CH:19][C:18]=2[C:24]#[N:25])=[CH:4][C:5](=[O:16])[N:6]([CH:8]([CH2:32][CH:33]([CH3:35])[CH3:34])[C:9]([O:11][C:12]([CH3:15])([CH3:14])[CH3:13])=[O:10])[CH:7]=1. (3) The product is: [Cl:14][C:15]1[CH:35]=[CH:34][C:18]([CH2:19][N:20]2[C:28]3[C:23](=[CH:24][C:25]([C:29](=[O:30])[NH:13][C@H:11]([C:7]4[CH:8]=[CH:9][CH:10]=[C:5]([CH:2]([CH3:4])[CH3:3])[CH:6]=4)[CH3:12])=[CH:26][CH:27]=3)[C:22]([CH3:32])=[C:21]2[CH3:33])=[CH:17][C:16]=1[O:36][C@@H:37]([CH2:42][CH3:43])[C:38]([O:40][CH3:41])=[O:39]. Given the reactants Cl.[CH:2]([C:5]1[CH:6]=[C:7]([C@@H:11]([NH2:13])[CH3:12])[CH:8]=[CH:9][CH:10]=1)([CH3:4])[CH3:3].[Cl:14][C:15]1[CH:35]=[CH:34][C:18]([CH2:19][N:20]2[C:28]3[C:23](=[CH:24][C:25]([C:29](O)=[O:30])=[CH:26][CH:27]=3)[C:22]([CH3:32])=[C:21]2[CH3:33])=[CH:17][C:16]=1[O:36][C@@H:37]([CH2:42][CH3:43])[C:38]([O:40][CH3:41])=[O:39], predict the reaction product. (4) The product is: [Ag:7].[NH:8]1[C:12]2[CH:13]=[CH:14][CH:15]=[CH:16][C:11]=2[N:10]=[N:9]1. Given the reactants OCC(CO)O.[Ag:7].[NH:8]1[C:12]2[CH:13]=[CH:14][CH:15]=[CH:16][C:11]=2[N:10]=[N:9]1, predict the reaction product.